Dataset: Catalyst prediction with 721,799 reactions and 888 catalyst types from USPTO. Task: Predict which catalyst facilitates the given reaction. (1) Reactant: Cl[CH:2]([CH:8]([OH:12])[CH2:9][CH2:10][CH3:11])[C:3]([O:5][CH2:6][CH3:7])=[O:4].C(O)C.[O-]CC.[Na+].C(O)C. Product: [CH2:9]([C@@H:8]1[O:12][C@H:2]1[C:3]([O:5][CH2:6][CH3:7])=[O:4])[CH2:10][CH3:11]. The catalyst class is: 81. (2) Reactant: CCN(CC)CC.[CH2:8]([O:10][C:11]([C:13]1[N:14]([CH2:31][C:32]2[CH:37]=[CH:36][CH:35]=[C:34]([Cl:38])[CH:33]=2)[C:15]2[C:20]([C:21]=1[NH2:22])=[CH:19][CH:18]=[C:17]([C:23]1[CH:28]=[C:27]([F:29])[CH:26]=[C:25]([F:30])[CH:24]=1)[CH:16]=2)=[O:12])[CH3:9].[CH3:39][O:40][C:41]1[CH:46]=[CH:45][C:44]([CH2:47][CH2:48][C:49](Cl)=[O:50])=[CH:43][CH:42]=1.Cl. Product: [CH2:8]([O:10][C:11]([C:13]1[N:14]([CH2:31][C:32]2[CH:37]=[CH:36][CH:35]=[C:34]([Cl:38])[CH:33]=2)[C:15]2[C:20]([C:21]=1[NH:22][C:49](=[O:50])[CH2:48][CH2:47][C:44]1[CH:45]=[CH:46][C:41]([O:40][CH3:39])=[CH:42][CH:43]=1)=[CH:19][CH:18]=[C:17]([C:23]1[CH:24]=[C:25]([F:30])[CH:26]=[C:27]([F:29])[CH:28]=1)[CH:16]=2)=[O:12])[CH3:9]. The catalyst class is: 649. (3) Reactant: [C:1]([NH:4][C@@H:5]1[CH2:10][CH2:9][CH2:8][CH2:7][C@@H:6]1[NH:11][C:12]1[C:21]2[C:16](=[CH:17][CH:18]=[C:19]([CH3:22])[CH:20]=2)[N:15]=[C:14]([C:23]([NH:25][CH2:26][CH2:27][O:28][CH3:29])=[O:24])[N:13]=1)(=[NH:3])[CH3:2].C(OCC)(=O)C.[ClH:36].C(OCC)C. Product: [ClH:36].[ClH:36].[C:1]([NH:4][C@@H:5]1[CH2:10][CH2:9][CH2:8][CH2:7][C@@H:6]1[NH:11][C:12]1[C:21]2[C:16](=[CH:17][CH:18]=[C:19]([CH3:22])[CH:20]=2)[N:15]=[C:14]([C:23]([NH:25][CH2:26][CH2:27][O:28][CH3:29])=[O:24])[N:13]=1)(=[NH:3])[CH3:2]. The catalyst class is: 13. (4) Reactant: [CH2:1]([O:3][C:4](=[O:28])[CH2:5][C:6]1[CH:11]=[CH:10][C:9]([C:12]2[CH:17]=[CH:16][C:15]([C:18]([F:21])([F:20])[F:19])=[CH:14][CH:13]=2)=[C:8]([O:22][CH2:23][C:24]([F:27])([F:26])[F:25])[CH:7]=1)[CH3:2].[H-].[Na+].[CH2:31](Br)[CH:32]([CH3:34])[CH3:33].[Cl-].[NH4+]. Product: [CH2:1]([O:3][C:4](=[O:28])[CH:5]([C:6]1[CH:11]=[CH:10][C:9]([C:12]2[CH:13]=[CH:14][C:15]([C:18]([F:21])([F:20])[F:19])=[CH:16][CH:17]=2)=[C:8]([O:22][CH2:23][C:24]([F:26])([F:27])[F:25])[CH:7]=1)[CH2:31][CH:32]([CH3:34])[CH3:33])[CH3:2]. The catalyst class is: 18. (5) Reactant: [Br:1][C:2]1[C:7]([Cl:8])=[CH:6][C:5]([NH:9][C:10]([NH:12][NH:13][C:14](=O)[CH2:15][C@@H:16]2[CH2:20][CH2:19][N:18]([C:21]([CH:23]3[CH2:25][CH2:24]3)=[O:22])[CH2:17]2)=[O:11])=[C:4]([F:27])[CH:3]=1.C([O-])([O-])=O.[K+].[K+]. Product: [Br:1][C:2]1[C:7]([Cl:8])=[CH:6][C:5]([N:9]2[C:14]([CH2:15][C@@H:16]3[CH2:20][CH2:19][N:18]([C:21]([CH:23]4[CH2:25][CH2:24]4)=[O:22])[CH2:17]3)=[N:13][NH:12][C:10]2=[O:11])=[C:4]([F:27])[CH:3]=1. The catalyst class is: 6.